Dataset: Reaction yield outcomes from USPTO patents with 853,638 reactions. Task: Predict the reaction yield, written as a fraction of the theoretical maximum amount of product (1.0 means a 100% yield; for example, 0.34 means a 34% yield). (1) The reactants are [Si:1]([O:8][CH2:9][C@@H:10]1[C@H:14]2[O:15][C:16]([CH3:19])([CH3:18])[O:17][C@H:13]2[C@H:12]([NH2:20])[CH2:11]1)([C:4]([CH3:7])([CH3:6])[CH3:5])([CH3:3])[CH3:2].Cl[C:22]1[N:27]=[C:26]([CH3:28])[N:25]=[C:24]([NH:29][C@@H:30]2[C:38]3[C:33](=[CH:34][CH:35]=[CH:36][CH:37]=3)[CH2:32][CH2:31]2)[N:23]=1.C(=O)([O-])[O-].[K+].[K+]. The catalyst is O1CCOCC1. The product is [Si:1]([O:8][CH2:9][C@H:10]1[C@H:14]2[O:15][C:16]([CH3:19])([CH3:18])[O:17][C@H:13]2[C@H:12]([NH:20][C:22]2[N:23]=[C:24]([NH:29][C@@H:30]3[C:38]4[C:33](=[CH:34][CH:35]=[CH:36][CH:37]=4)[CH2:32][CH2:31]3)[N:25]=[C:26]([CH3:28])[N:27]=2)[CH2:11]1)([C:4]([CH3:7])([CH3:5])[CH3:6])([CH3:2])[CH3:3]. The yield is 0.240. (2) The reactants are [NH2:1][C:2]1[CH:3]=[C:4]([C:8]2[C:16]3[C:11](=[CH:12][CH:13]=[C:14]([C:17]([NH2:19])=[O:18])[CH:15]=3)[N:10](C3CCCCO3)[N:9]=2)[CH:5]=[CH:6][CH:7]=1.[OH:26][C:27]1[CH:28]=[C:29]([CH:33]=[CH:34][CH:35]=1)[C:30](O)=[O:31].CCN=C=NCCCN(C)C. No catalyst specified. The product is [OH:26][C:27]1[CH:28]=[C:29]([C:30]([NH:1][C:2]2[CH:3]=[C:4]([C:8]3[C:16]4[C:11](=[CH:12][CH:13]=[C:14]([C:17]([NH2:19])=[O:18])[CH:15]=4)[NH:10][N:9]=3)[CH:5]=[CH:6][CH:7]=2)=[O:31])[CH:33]=[CH:34][CH:35]=1. The yield is 0.0300. (3) The reactants are Cl.CN.C[O:5][C:6]([C:8]1[NH:9][C:10]2[CH:11]=[C:12]([NH:22][C:23]([O:25][C:26]([CH3:29])([CH3:28])[CH3:27])=[O:24])[CH:13]=[C:14]3[C:20](=[O:21])[NH:19][N:18]=[CH:17][C:16]=1[C:15]=23)=O.[CH2:30]([N:32](CC)CC)C. The catalyst is C1C=CC(P(C2C=CC=CC=2)[C-]2C=CC=C2)=CC=1.C1C=CC(P(C2C=CC=CC=2)[C-]2C=CC=C2)=CC=1.Cl[Pd]Cl.[Fe+2].CO. The product is [C:26]([O:25][C:23](=[O:24])[NH:22][C:12]1[CH:13]=[C:14]2[C:20](=[O:21])[NH:19][N:18]=[CH:17][C:16]3=[C:8]([C:6](=[O:5])[NH:32][CH3:30])[NH:9][C:10]([CH:11]=1)=[C:15]23)([CH3:28])([CH3:27])[CH3:29]. The yield is 0.290. (4) The reactants are [O:1]=[C:2]([CH3:9])[CH2:3][C:4]([O:6][CH2:7][CH3:8])=[O:5].C(=O)([O-])[O-].[K+].[K+].Br[CH2:17][CH2:18]Br. The catalyst is CN(C=O)C. The product is [C:2]([C:3]1([C:4]([O:6][CH2:7][CH3:8])=[O:5])[CH2:18][CH2:17]1)(=[O:1])[CH3:9]. The yield is 0.640. (5) The reactants are FC(F)(F)C(O)=O.C(OC([NH:15][CH2:16][CH2:17][CH2:18][N:19]1[CH2:24][CH2:23][C:22]([CH3:31])([C:25]2[CH:30]=[CH:29][CH:28]=[CH:27][CH:26]=2)[CH2:21][CH2:20]1)O)(C)(C)C. The catalyst is ClCCl. The product is [CH3:31][C:22]1([C:25]2[CH:26]=[CH:27][CH:28]=[CH:29][CH:30]=2)[CH2:21][CH2:20][N:19]([CH2:18][CH2:17][CH2:16][NH2:15])[CH2:24][CH2:23]1. The yield is 0.980. (6) The reactants are [NH2:1][C:2]1[C:3]([C:13]2[CH:14]=[N:15][C:16]([O:19][CH3:20])=[CH:17][CH:18]=2)=[N:4][C:5](Br)=[CH:6][C:7]=1[C:8]([O:10][CH3:11])=[O:9].[CH3:21][O:22][C:23]1[CH:28]=[CH:27][C:26](B(O)O)=[CH:25][CH:24]=1.[F-].[Cs+]. The catalyst is C1C=CC([P]([Pd]([P](C2C=CC=CC=2)(C2C=CC=CC=2)C2C=CC=CC=2)([P](C2C=CC=CC=2)(C2C=CC=CC=2)C2C=CC=CC=2)[P](C2C=CC=CC=2)(C2C=CC=CC=2)C2C=CC=CC=2)(C2C=CC=CC=2)C2C=CC=CC=2)=CC=1. The product is [NH2:1][C:2]1[C:3]([C:13]2[CH:14]=[N:15][C:16]([O:19][CH3:20])=[CH:17][CH:18]=2)=[N:4][C:5]([C:26]2[CH:27]=[CH:28][C:23]([O:22][CH3:21])=[CH:24][CH:25]=2)=[CH:6][C:7]=1[C:8]([O:10][CH3:11])=[O:9]. The yield is 0.680.